From a dataset of Forward reaction prediction with 1.9M reactions from USPTO patents (1976-2016). Predict the product of the given reaction. (1) The product is: [ClH:36].[C:1]1([C@H:7]([CH3:30])[C:8]([O:10][C:11]2[CH:16]=[CH:15][CH:14]=[C:13]([C@@:17]3([OH:29])[CH2:23][C@H:22]4[CH2:24][C@H:19]([CH2:20][CH2:21]4)[C@@H:18]3[CH2:25][N:26]([CH3:28])[CH3:27])[CH:12]=2)=[O:9])[CH:6]=[CH:5][CH:4]=[CH:3][CH:2]=1. Given the reactants [C:1]1([C@H:7]([CH3:30])[C:8]([O:10][C:11]2[CH:16]=[CH:15][CH:14]=[C:13]([C@@:17]3([OH:29])[CH2:23][C@H:22]4[CH2:24][C@H:19]([CH2:20][CH2:21]4)[C@@H:18]3[CH2:25][N:26]([CH3:28])[CH3:27])[CH:12]=2)=[O:9])[CH:6]=[CH:5][CH:4]=[CH:3][CH:2]=1.O.C[Si]([Cl:36])(C)C, predict the reaction product. (2) Given the reactants [Cl:1][C:2]1[C:3]([NH:10][C:11]2[CH:16]=[CH:15][C:14]([Cl:17])=[CH:13][CH:12]=2)=[N:4][CH:5]=[C:6]([CH:9]=1)[C:7]#[N:8].C([Sn]([N:31]=[N+:32]=[N-:33])(CCCC)CCCC)CCC, predict the reaction product. The product is: [Cl:17][C:14]1[CH:15]=[CH:16][C:11]([NH:10][C:3]2[C:2]([Cl:1])=[CH:9][C:6]([C:7]3[NH:33][N:32]=[N:31][N:8]=3)=[CH:5][N:4]=2)=[CH:12][CH:13]=1.